Dataset: Forward reaction prediction with 1.9M reactions from USPTO patents (1976-2016). Task: Predict the product of the given reaction. (1) Given the reactants [N+:1]([C:4]1[CH:9]=[CH:8][C:7]([N:10]2[C:19]3[N:20]4[CH:26]=[C:25]([O:27][CH2:28][C:29](OCC)=[O:30])[CH:24]=[CH:23][C:21]4=[N:22][C:18]=3[C:17]3[C:12](=[CH:13][CH:14]=[CH:15][CH:16]=3)[C:11]2=[O:34])=[CH:6][CH:5]=1)([O-:3])=[O:2].[CH3:35][NH2:36], predict the reaction product. The product is: [CH3:35][NH:36][C:29](=[O:30])[CH2:28][O:27][C:25]1[CH:24]=[CH:23][C:21]2[N:20]([CH:26]=1)[C:19]1[N:10]([C:7]3[CH:8]=[CH:9][C:4]([N+:1]([O-:3])=[O:2])=[CH:5][CH:6]=3)[C:11](=[O:34])[C:12]3[C:17]([C:18]=1[N:22]=2)=[CH:16][CH:15]=[CH:14][CH:13]=3. (2) The product is: [C:1]([C:3]1[CH:8]=[CH:7][CH:6]=[CH:5][C:4]=1[S:9]([N:14]([CH3:15])[CH3:13])(=[O:11])=[O:10])#[N:2]. Given the reactants [C:1]([C:3]1[CH:8]=[CH:7][CH:6]=[CH:5][C:4]=1[S:9](Cl)(=[O:11])=[O:10])#[N:2].[CH3:13][NH:14][CH3:15].C1COCC1.C(N(CC)CC)C, predict the reaction product. (3) Given the reactants [CH3:1][O:2][C:3]1[CH:4]=[C:5]2[C:10](=[CH:11][C:12]=1[O:13][CH3:14])/[C:9](=[CH:15]\[C:16]([O:18][CH2:19][CH3:20])=[O:17])/[NH:8][CH2:7][CH2:6]2.[N+]([CH2:24][CH3:25])([O-])=O.N1CCCCC1.[OH:32][C:33]1[CH:34]=[C:35]([CH:38]=[CH:39][C:40]=1[N+:41]([O-:43])=[O:42])[CH:36]=O, predict the reaction product. The product is: [OH:32][C:33]1[CH:34]=[C:35]([C:36]2[C:15]([C:16]([O:18][CH2:19][CH3:20])=[O:17])=[C:9]3[C:10]4[C:5](=[CH:4][C:3]([O:2][CH3:1])=[C:12]([O:13][CH3:14])[CH:11]=4)[CH2:6][CH2:7][N:8]3[C:24]=2[CH3:25])[CH:38]=[CH:39][C:40]=1[N+:41]([O-:43])=[O:42]. (4) Given the reactants Cl[C:2]1[N:7]=[C:6]2[CH:8]=[C:9]([C:20]([O:22][CH2:23][CH3:24])=[O:21])[N:10]([S:11]([C:14]3[CH:19]=[CH:18][CH:17]=[CH:16][CH:15]=3)(=[O:13])=[O:12])[C:5]2=[CH:4][CH:3]=1.[NH:25]([C:34]([O:36][C:37]([CH3:40])([CH3:39])[CH3:38])=[O:35])[NH:26][C:27]([O:29][C:30]([CH3:33])([CH3:32])[CH3:31])=[O:28].C([O-])([O-])=O.[Cs+].[Cs+].C1(C)C=CC=CC=1, predict the reaction product. The product is: [CH2:23]([O:22][C:20]([C:9]1[N:10]([S:11]([C:14]2[CH:19]=[CH:18][CH:17]=[CH:16][CH:15]=2)(=[O:13])=[O:12])[C:5]2[C:6](=[N:7][C:2]([N:25]([C:34]([O:36][C:37]([CH3:40])([CH3:39])[CH3:38])=[O:35])[NH:26][C:27]([O:29][C:30]([CH3:31])([CH3:32])[CH3:33])=[O:28])=[CH:3][CH:4]=2)[CH:8]=1)=[O:21])[CH3:24].